This data is from Full USPTO retrosynthesis dataset with 1.9M reactions from patents (1976-2016). The task is: Predict the reactants needed to synthesize the given product. The reactants are: Cl.[S:2]1[N:6]=[CH:5][C:4]([C:7]([NH:9][NH:10]C(OC(C)(C)C)=O)=[O:8])=[N:3]1. Given the product [S:2]1[N:6]=[CH:5][C:4]([C:7]([NH:9][NH2:10])=[O:8])=[N:3]1, predict the reactants needed to synthesize it.